Dataset: Reaction yield outcomes from USPTO patents with 853,638 reactions. Task: Predict the reaction yield, written as a fraction of the theoretical maximum amount of product (1.0 means a 100% yield; for example, 0.34 means a 34% yield). The reactants are [NH2:1][C:2]1[CH:3]=[C:4]([CH:21]=[CH:22][CH:23]=1)[O:5][C:6]1[CH:7]=[CH:8][C:9]2[N:10]([CH:12]=[C:13]([NH:15][C:16]([CH:18]3[CH2:20][CH2:19]3)=[O:17])[N:14]=2)[N:11]=1.[F:24][C:25]([F:36])([F:35])[C:26]1[N:34]=[CH:33][CH:32]=[CH:31][C:27]=1[C:28](O)=[O:29].Cl.CN(C)CCCN=C=NCC.ON1C2C=CC=CC=2N=N1.[Cl-].[NH4+]. The catalyst is CN(C)C=O. The product is [CH:18]1([C:16]([NH:15][C:13]2[N:14]=[C:9]3[CH:8]=[CH:7][C:6]([O:5][C:4]4[CH:3]=[C:2]([NH:1][C:28](=[O:29])[C:27]5[CH:31]=[CH:32][CH:33]=[N:34][C:26]=5[C:25]([F:36])([F:24])[F:35])[CH:23]=[CH:22][CH:21]=4)=[N:11][N:10]3[CH:12]=2)=[O:17])[CH2:20][CH2:19]1. The yield is 0.540.